This data is from Full USPTO retrosynthesis dataset with 1.9M reactions from patents (1976-2016). The task is: Predict the reactants needed to synthesize the given product. (1) The reactants are: [CH2:1]([C:3]1[C:11]2[C:6](=[CH:7][CH:8]=[CH:9][C:10]=2[NH:12][C:13]([C:15]2[N:19]3[CH:20]=[CH:21][C:22]([CH2:24][CH:25]=O)=[CH:23][C:18]3=[N:17][CH:16]=2)=[O:14])[N:5]([CH2:27][C:28]2[CH:33]=[CH:32][CH:31]=[C:30]([CH3:34])[N:29]=2)[N:4]=1)C.[CH3:35][O:36][CH2:37][CH2:38][NH2:39]. Given the product [CH3:35][O:36][CH2:37][CH2:38][NH:39][CH2:25][CH2:24][C:22]1[CH:21]=[CH:20][N:19]2[C:15]([C:13]([NH:12][C:10]3[CH:9]=[CH:8][CH:7]=[C:6]4[C:11]=3[C:3]([CH3:1])=[N:4][N:5]4[CH2:27][C:28]3[CH:33]=[CH:32][CH:31]=[C:30]([CH3:34])[N:29]=3)=[O:14])=[CH:16][N:17]=[C:18]2[CH:23]=1, predict the reactants needed to synthesize it. (2) Given the product [Cl:10][C:11]1[CH:19]=[CH:18][CH:17]=[C:16]2[C:12]=1[C:13]([C:20]([NH:22][CH2:23][CH:24]1[CH2:29][CH2:28][C:27]([F:30])([F:31])[CH2:26][CH2:25]1)=[O:21])=[CH:14][N:15]2[CH2:2][C@H:3]1[CH2:4][CH2:5][C:6](=[O:9])[N:7]1[CH3:8], predict the reactants needed to synthesize it. The reactants are: O[CH2:2][C@@H:3]1[N:7]([CH3:8])[C:6](=[O:9])[CH2:5][CH2:4]1.[Cl:10][C:11]1[CH:19]=[CH:18][CH:17]=[C:16]2[C:12]=1[C:13]([C:20]([NH:22][CH2:23][CH:24]1[CH2:29][CH2:28][C:27]([F:31])([F:30])[CH2:26][CH2:25]1)=[O:21])=[CH:14][NH:15]2.C(C=P(CCCC)(CCCC)CCCC)#N. (3) Given the product [F:9][C:8]([F:11])([F:10])[C:6]1[CH:5]=[CH:4][N:3]=[C:2]([CH:19]([C:20]([O:22][CH2:23][CH3:24])=[O:21])[C:18]([O:26][CH2:27][CH3:28])=[O:25])[CH:7]=1, predict the reactants needed to synthesize it. The reactants are: F[C:2]1[CH:7]=[C:6]([C:8]([F:11])([F:10])[F:9])[CH:5]=[CH:4][N:3]=1.C([O-])([O-])=O.[Cs+].[Cs+].[C:18]([O:26][CH2:27][CH3:28])(=[O:25])[CH2:19][C:20]([O:22][CH2:23][CH3:24])=[O:21]. (4) Given the product [NH:1]1[C:5]2[CH:6]=[CH:7][CH:8]=[CH:9][C:4]=2[N:3]=[C:2]1[CH2:10][N:11]([CH:23]([CH3:25])[CH3:22])[CH:12]1[C:21]2[N:20]=[CH:19][CH:18]=[CH:17][C:16]=2[CH2:15][CH2:14][CH2:13]1, predict the reactants needed to synthesize it. The reactants are: [NH:1]1[C:5]2[CH:6]=[CH:7][CH:8]=[CH:9][C:4]=2[N:3]=[C:2]1[CH2:10][NH:11][CH:12]1[C:21]2[N:20]=[CH:19][CH:18]=[CH:17][C:16]=2[CH2:15][CH2:14][CH2:13]1.[CH3:22][C:23]([CH3:25])=O.C(O)(=O)C.[BH-](OC(C)=O)(OC(C)=O)OC(C)=O.[Na+]. (5) The reactants are: [CH:1]([N:4]1[C:9](=[O:10])[CH2:8][C@@H:7]([C:11]2[CH:16]=[CH:15][CH:14]=[CH:13][CH:12]=2)[NH:6][C:5]1=[O:17])([CH3:3])[CH3:2].[H-].[Na+].Br[CH2:21][C:22]([O:24]C)=[O:23].[OH-].[Na+].C(O)(=O)CC(CC(O)=O)(C(O)=O)O. Given the product [CH:1]([N:4]1[C:9](=[O:10])[CH2:8][C@@H:7]([C:11]2[CH:12]=[CH:13][CH:14]=[CH:15][CH:16]=2)[N:6]([CH2:21][C:22]([OH:24])=[O:23])[C:5]1=[O:17])([CH3:3])[CH3:2], predict the reactants needed to synthesize it. (6) Given the product [CH2:1]([O:3][C:4](=[O:13])[C:5]([C:6]1[CH:11]=[CH:10][N:9]=[C:8]([Br:12])[CH:7]=1)([CH2:28][OH:29])[CH2:14][OH:15])[CH3:2], predict the reactants needed to synthesize it. The reactants are: [CH2:1]([O:3][C:4](=[O:13])[CH2:5][C:6]1[CH:11]=[CH:10][N:9]=[C:8]([Br:12])[CH:7]=1)[CH3:2].[CH2:14]=[O:15].N12CCCN=C1CCCCC2.[C@@]12(CS(O)(=O)=O)C(C)(C)C(CC1)C[C:28]2=[O:29]. (7) Given the product [CH:1]([N:14]1[CH2:17][CH:16]([O:18][C:21]2[C:20]([Cl:19])=[CH:32][C:24]([C:25]([O:27][C:28]([CH3:29])([CH3:30])[CH3:31])=[O:26])=[C:23]([F:33])[CH:22]=2)[CH2:15]1)([C:8]1[CH:13]=[CH:12][CH:11]=[CH:10][CH:9]=1)[C:2]1[CH:3]=[CH:4][CH:5]=[CH:6][CH:7]=1, predict the reactants needed to synthesize it. The reactants are: [CH:1]([N:14]1[CH2:17][CH:16]([OH:18])[CH2:15]1)([C:8]1[CH:13]=[CH:12][CH:11]=[CH:10][CH:9]=1)[C:2]1[CH:7]=[CH:6][CH:5]=[CH:4][CH:3]=1.[Cl:19][C:20]1[C:21](F)=[CH:22][C:23]([F:33])=[C:24]([CH:32]=1)[C:25]([O:27][C:28]([CH3:31])([CH3:30])[CH3:29])=[O:26].CC(C)([O-])C.[K+]. (8) Given the product [NH2:9][CH2:10][CH2:11][NH:12][CH:5]([CH3:6])[CH2:4][CH:2]([NH:9][CH2:10][CH2:11][NH2:12])[CH3:3], predict the reactants needed to synthesize it. The reactants are: Br[CH:2]([CH2:4][CH:5](Br)[CH3:6])[CH3:3].O.[NH2:9][CH2:10][CH2:11][NH2:12].[Cl-].[K+]. (9) Given the product [CH3:27][C@H:26]1[C:25](=[O:30])[NH:24][C:19]2[CH:20]=[N:21][CH:22]=[CH:23][C:18]=2[C:14]2[CH:15]=[N:16][CH:17]=[C:12]([CH:13]=2)[C@@H:8]([NH:7][C:6](=[O:31])[O:5][C:1]([CH3:2])([CH3:3])[CH3:4])[CH2:9][CH:10]=[CH:29]1, predict the reactants needed to synthesize it. The reactants are: [C:1]([O:5][C:6](=[O:31])[NH:7][C@H:8]([C:12]1[CH:13]=[C:14]([C:18]2[CH:23]=[CH:22][N:21]=[CH:20][C:19]=2[NH:24][C:25](=[O:30])[C@H:26]([CH3:29])[CH:27]=C)[CH:15]=[N:16][CH:17]=1)[CH2:9][CH:10]=C)([CH3:4])([CH3:3])[CH3:2].CC1C=CC(S(O)(=O)=O)=CC=1.